Dataset: Forward reaction prediction with 1.9M reactions from USPTO patents (1976-2016). Task: Predict the product of the given reaction. (1) Given the reactants [OH:1][C:2]1[CH:11]=[CH:10][C:5]2[C:6](=[O:9])[CH2:7][O:8][C:4]=2[C:3]=1[CH2:12][N:13]1[CH2:18][CH2:17][N:16]([C:19]([O:21][C:22]([CH3:25])([CH3:24])[CH3:23])=[O:20])[CH2:15][CH2:14]1.[Br:26][C:27]1[CH:28]=[C:29]2[C:35]([CH:36]=O)=[CH:34][NH:33][C:30]2=[N:31][CH:32]=1, predict the reaction product. The product is: [Br:26][C:27]1[CH:28]=[C:29]2[C:35](/[CH:36]=[C:7]3\[O:8][C:4]4[C:3]([CH2:12][N:13]5[CH2:14][CH2:15][N:16]([C:19]([O:21][C:22]([CH3:25])([CH3:24])[CH3:23])=[O:20])[CH2:17][CH2:18]5)=[C:2]([OH:1])[CH:11]=[CH:10][C:5]=4[C:6]\3=[O:9])=[CH:34][NH:33][C:30]2=[N:31][CH:32]=1. (2) Given the reactants C([O:8][C:9]1[CH:14]=[CH:13][C:12]([CH2:15][C@H:16]([O:22][CH2:23][CH3:24])[C:17]([O:19][CH2:20][CH3:21])=[O:18])=[CH:11][CH:10]=1)C1C=CC=CC=1.C(O)C, predict the reaction product. The product is: [CH2:20]([O:19][C:17](=[O:18])[CH:16]([O:22][CH2:23][CH3:24])[CH2:15][C:12]1[CH:11]=[CH:10][C:9]([OH:8])=[CH:14][CH:13]=1)[CH3:21]. (3) Given the reactants O.[C:2]1([CH3:19])[CH:7]=[CH:6][C:5]([S:8]([N:11]2[CH2:18][CH2:17][CH2:16][C@H:12]2[C:13]([OH:15])=O)(=[O:10])=[O:9])=[CH:4][CH:3]=1.Cl.C[O:22][C:23](=[O:30])[C@H:24]([CH2:26][CH:27]([CH3:29])[CH3:28])[NH2:25].[Li+].[OH-], predict the reaction product. The product is: [C:2]1([CH3:19])[CH:3]=[CH:4][C:5]([S:8]([N:11]2[CH2:18][CH2:17][CH2:16][C@H:12]2[C:13]([NH:25][C@H:24]([C:23]([OH:30])=[O:22])[CH2:26][CH:27]([CH3:29])[CH3:28])=[O:15])(=[O:9])=[O:10])=[CH:6][CH:7]=1. (4) Given the reactants [CH3:1][CH:2]1[CH2:7][CH2:6][NH:5][CH2:4][CH2:3]1.Br[CH:9]([C:15]1[CH:20]=[CH:19][CH:18]=[CH:17][CH:16]=1)[C:10]([O:12][CH2:13][CH3:14])=[O:11], predict the reaction product. The product is: [CH3:1][CH:2]1[CH2:7][CH2:6][N:5]([CH:9]([C:15]2[CH:20]=[CH:19][CH:18]=[CH:17][CH:16]=2)[C:10]([O:12][CH2:13][CH3:14])=[O:11])[CH2:4][CH2:3]1. (5) Given the reactants [CH2:1]([O:3][C:4]([C:6]1[N:11]=[C:10](Br)[C:9]2[N:13]=[C:14]([C:16]3[CH:21]=[CH:20][CH:19]=[CH:18][CH:17]=3)[S:15][C:8]=2[C:7]=1[OH:22])=[O:5])[CH3:2].[C:23]([C:25]1[CH:30]=[CH:29][C:28](B(O)O)=[CH:27][CH:26]=1)#[N:24].C(=O)([O-])[O-].[Cs+].[Cs+], predict the reaction product. The product is: [CH2:1]([O:3][C:4]([C:6]1[N:11]=[C:10]([C:28]2[CH:29]=[CH:30][C:25]([C:23]#[N:24])=[CH:26][CH:27]=2)[C:9]2[N:13]=[C:14]([C:16]3[CH:21]=[CH:20][CH:19]=[CH:18][CH:17]=3)[S:15][C:8]=2[C:7]=1[OH:22])=[O:5])[CH3:2]. (6) Given the reactants [O:1]=[C:2]1[C:11]2([CH2:16][CH2:15][N:14](C(OC(C)(C)C)=O)[CH2:13][CH2:12]2)[CH2:10][C:9]2[C:4](=[N:5][CH:6]=[C:7](/[CH:24]=[CH:25]/[C:26](=[O:39])[N:27]3[CH2:32][CH2:31][C:30]([CH2:33][C:34]4[S:35][CH:36]=[CH:37][N:38]=4)=[CH:29][CH2:28]3)[CH:8]=2)[NH:3]1.[F:40][C:41]([F:46])([F:45])[C:42]([OH:44])=[O:43], predict the reaction product. The product is: [F:40][C:41]([F:46])([F:45])[C:42]([OH:44])=[O:43].[O:39]=[C:26]([N:27]1[CH2:32][CH2:31][C:30]([CH2:33][C:34]2[S:35][CH:36]=[CH:37][N:38]=2)=[CH:29][CH2:28]1)/[CH:25]=[CH:24]/[C:7]1[CH:8]=[C:9]2[C:4](=[N:5][CH:6]=1)[NH:3][C:2](=[O:1])[C:11]1([CH2:16][CH2:15][NH:14][CH2:13][CH2:12]1)[CH2:10]2.